This data is from Full USPTO retrosynthesis dataset with 1.9M reactions from patents (1976-2016). The task is: Predict the reactants needed to synthesize the given product. (1) Given the product [Br:1][C:2]1[CH:7]=[C:6]([CH2:8][Br:38])[CH:5]=[CH:4][C:3]=1[CH:10]1[S:14](=[O:16])(=[O:15])[NH:13][C:12](=[O:17])[CH2:11]1, predict the reactants needed to synthesize it. The reactants are: [Br:1][C:2]1[CH:7]=[C:6]([CH2:8]O)[CH:5]=[CH:4][C:3]=1[CH:10]1[S:14](=[O:16])(=[O:15])[NH:13][C:12](=[O:17])[CH2:11]1.C1(P(C2C=CC=CC=2)C2C=CC=CC=2)C=CC=CC=1.C(Br)(Br)(Br)[Br:38]. (2) Given the product [Br:1][C:2]1[CH:3]=[C:4]2[N:9]=[CH:10][NH:8][C:5]2=[N:6][CH:7]=1, predict the reactants needed to synthesize it. The reactants are: [Br:1][C:2]1[CH:3]=[C:4]([NH2:9])[C:5]([NH2:8])=[N:6][CH:7]=1.[CH2:10](OC(OCC)OCC)C. (3) Given the product [Cl:1][C:2]1[C:3]2[C:10]([C:11]3[O:12][CH:35]=[N:34][CH:33]=3)=[CH:9][N:8]([CH:13]3[C:17]([CH3:18])([OH:19])[CH:16]([OH:20])[CH:15]([CH2:21][OH:22])[O:14]3)[C:4]=2[N:5]=[CH:6][N:7]=1, predict the reactants needed to synthesize it. The reactants are: [Cl:1][C:2]1[C:3]2[C:10]([CH:11]=[O:12])=[CH:9][N:8]([CH:13]3[C:17]([OH:19])([CH3:18])[CH:16]([OH:20])[CH:15]([CH2:21][OH:22])[O:14]3)[C:4]=2[N:5]=[CH:6][N:7]=1.S([CH2:33][N+:34]#[C-:35])(C1C=CC(C)=CC=1)(=O)=O.C([O-])([O-])=O.[K+].[K+]. (4) Given the product [Si:20]([O:1][CH:2]1[CH2:3][CH2:4][N:5]([C:8]([O:10][C:11]([CH3:14])([CH3:13])[CH3:12])=[O:9])[CH2:6][CH2:7]1)([C:33]([CH3:36])([CH3:35])[CH3:34])([C:27]1[CH:28]=[CH:29][CH:30]=[CH:31][CH:32]=1)[C:21]1[CH:26]=[CH:25][CH:24]=[CH:23][CH:22]=1, predict the reactants needed to synthesize it. The reactants are: [OH:1][CH:2]1[CH2:7][CH2:6][N:5]([C:8]([O:10][C:11]([CH3:14])([CH3:13])[CH3:12])=[O:9])[CH2:4][CH2:3]1.N1C=CN=C1.[Si:20](Cl)([C:33]([CH3:36])([CH3:35])[CH3:34])([C:27]1[CH:32]=[CH:31][CH:30]=[CH:29][CH:28]=1)[C:21]1[CH:26]=[CH:25][CH:24]=[CH:23][CH:22]=1.O. (5) The reactants are: [CH3:1][S:2]([C:5]1[CH:31]=[CH:30][C:8]([O:9][CH2:10][C:11]2[CH:16]=[CH:15][C:14]([CH:17]3[CH2:22][CH2:21][N:20]([C:23]([O:25][C:26]([CH3:29])([CH3:28])[CH3:27])=[O:24])[CH2:19][CH2:18]3)=[CH:13][N:12]=2)=[CH:7][CH:6]=1)(=[O:4])=[O:3].F[C:33](F)(F)C(O)=O.C(N(CC)CC)C.C(OC(OC(CC)(C)C)=O)(OC(CC)(C)C)=O. Given the product [CH3:1][S:2]([C:5]1[CH:6]=[CH:7][C:8]([O:9][CH2:10][C:11]2[CH:16]=[CH:15][C:14]([CH:17]3[CH2:18][CH2:19][N:20]([C:23]([O:25][C:26]([CH3:28])([CH3:27])[CH2:29][CH3:33])=[O:24])[CH2:21][CH2:22]3)=[CH:13][N:12]=2)=[CH:30][CH:31]=1)(=[O:3])=[O:4], predict the reactants needed to synthesize it. (6) Given the product [CH2:1]([O:8][C:9]1[CH:18]=[C:17]2[C:12]([CH:13]=[CH:14][C:15](=[O:19])[NH:16]2)=[C:11]([CH:20]([OH:21])[CH2:22][NH:35][C:32]([CH3:34])([CH3:33])[CH2:31][C:28]2[CH:29]=[CH:30][C:25]([O:24][CH3:23])=[CH:26][CH:27]=2)[CH:10]=1)[C:2]1[CH:7]=[CH:6][CH:5]=[CH:4][CH:3]=1, predict the reactants needed to synthesize it. The reactants are: [CH2:1]([O:8][C:9]1[CH:18]=[C:17]2[C:12]([CH:13]=[CH:14][C:15](=[O:19])[NH:16]2)=[C:11]([CH:20]2[CH2:22][O:21]2)[CH:10]=1)[C:2]1[CH:7]=[CH:6][CH:5]=[CH:4][CH:3]=1.[CH3:23][O:24][C:25]1[CH:30]=[CH:29][C:28]([CH2:31][C:32]([NH2:35])([CH3:34])[CH3:33])=[CH:27][CH:26]=1.C(O)(C)C.C(O)(=O)C(C(C(O)=O)O)O.